This data is from Catalyst prediction with 721,799 reactions and 888 catalyst types from USPTO. The task is: Predict which catalyst facilitates the given reaction. (1) Reactant: [CH3:1][C:2]1[CH:11]=[CH:10][C:5]([C:6](=[N:8][OH:9])[NH2:7])=[CH:4][CH:3]=1.CC(C)([O-])C.[K+].[C:18]([C:22]1[N:26]2[CH2:27][CH2:28][CH:29]([C:31](OCC)=O)[CH2:30][C:25]2=[N:24][N:23]=1)([CH3:21])([CH3:20])[CH3:19].C(=O)(O)[O-].[Na+]. Product: [C:18]([C:22]1[N:26]2[CH2:27][CH2:28][CH:29]([C:31]3[O:9][N:8]=[C:6]([C:5]4[CH:4]=[CH:3][C:2]([CH3:1])=[CH:11][CH:10]=4)[N:7]=3)[CH2:30][C:25]2=[N:24][N:23]=1)([CH3:21])([CH3:19])[CH3:20]. The catalyst class is: 54. (2) Reactant: Cl[C:2]1[CH:7]=[CH:6][N:5]=[C:4]([C:8]#[N:9])[CH:3]=1.[CH3:10][S-:11].[Na+].C(OCC)(=O)C.O. Product: [C:8]([C:4]1[CH:3]=[C:2]([S:11][CH3:10])[CH:7]=[CH:6][N:5]=1)#[N:9]. The catalyst class is: 1. (3) Product: [CH3:33][N:14]1[C:11]2[CH2:12][CH2:13][NH:8][C:9](=[O:34])[C:10]=2[CH:16]=[C:15]1[C:17]1[CH:22]=[CH:21][N:20]=[C:19]([NH:23][C:24]([NH:26][C:27]2[CH:32]=[CH:31][CH:30]=[CH:29][CH:28]=2)=[O:25])[N:18]=1. The catalyst class is: 12. Reactant: C(OC([N:8]1[CH2:13][CH2:12][C:11]2[N:14]([CH3:33])[C:15]([C:17]3[CH:22]=[CH:21][N:20]=[C:19]([NH:23][C:24]([NH:26][C:27]4[CH:32]=[CH:31][CH:30]=[CH:29][CH:28]=4)=[O:25])[N:18]=3)=[CH:16][C:10]=2[C:9]1=[O:34])=O)(C)(C)C.Cl. (4) Reactant: [H-].[Na+].[Cl:3][C:4]1[CH:9]=[CH:8][C:7]([CH:10]([OH:24])[CH:11]2[CH2:16][CH2:15][N:14]([C:17]([O:19][C:20]([CH3:23])([CH3:22])[CH3:21])=[O:18])[CH2:13][CH2:12]2)=[CH:6][CH:5]=1.[CH3:25]I. Product: [Cl:3][C:4]1[CH:5]=[CH:6][C:7]([CH:10]([O:24][CH3:25])[CH:11]2[CH2:12][CH2:13][N:14]([C:17]([O:19][C:20]([CH3:21])([CH3:23])[CH3:22])=[O:18])[CH2:15][CH2:16]2)=[CH:8][CH:9]=1. The catalyst class is: 1. (5) Reactant: [CH3:1][C:2]1[C:10]([CH3:11])=[CH:9][C:5]2[NH:6][CH:7]=[N:8][C:4]=2[CH:3]=1.[C:12](Cl)([C:25]1[CH:30]=[CH:29][CH:28]=[CH:27][CH:26]=1)([C:19]1[CH:24]=[CH:23][CH:22]=[CH:21][CH:20]=1)[C:13]1[CH:18]=[CH:17][CH:16]=[CH:15][CH:14]=1. Product: [CH3:1][C:2]1[C:10]([CH3:11])=[CH:9][C:5]2[N:6]([C:12]([C:13]3[CH:18]=[CH:17][CH:16]=[CH:15][CH:14]=3)([C:25]3[CH:26]=[CH:27][CH:28]=[CH:29][CH:30]=3)[C:19]3[CH:20]=[CH:21][CH:22]=[CH:23][CH:24]=3)[CH:7]=[N:8][C:4]=2[CH:3]=1. The catalyst class is: 31.